Regression/Classification. Given a drug SMILES string, predict its absorption, distribution, metabolism, or excretion properties. Task type varies by dataset: regression for continuous measurements (e.g., permeability, clearance, half-life) or binary classification for categorical outcomes (e.g., BBB penetration, CYP inhibition). Dataset: cyp2d6_veith. From a dataset of CYP2D6 inhibition data for predicting drug metabolism from PubChem BioAssay. (1) The molecule is Cc1cc(C(C)(C)C)c(OCCCN2CCOCC2)c(C(C)(C)C)c1. The result is 1 (inhibitor). (2) The compound is O=C(c1cc(-c2ccccc2)nc2ccccc12)N1CCC2(CC1)OCCO2. The result is 0 (non-inhibitor).